Dataset: Catalyst prediction with 721,799 reactions and 888 catalyst types from USPTO. Task: Predict which catalyst facilitates the given reaction. (1) Reactant: Cl[C:2]1[CH:7]=[C:6]([C:8]#[N:9])[CH:5]=[CH:4][N:3]=1.[CH3:10][O-:11].[Na+].CO. Product: [CH3:10][O:11][C:2]1[CH:7]=[C:6]([C:8]#[N:9])[CH:5]=[CH:4][N:3]=1. The catalyst class is: 12. (2) Reactant: [Cl:1][C:2]1[CH:7]=[CH:6][C:5]([N:8]2[CH2:12][CH:11]([C:13]([O-])=[O:14])[N:10]=[C:9]2[C:16]2[CH:21]=[CH:20][C:19]([Cl:22])=[CH:18][C:17]=2[Cl:23])=[CH:4][CH:3]=1.[Li+].F[P-](F)(F)(F)(F)F.N1(O[P+](N(C)C)(N(C)C)N(C)C)[C:36]2[CH:37]=[CH:38][CH:39]=C[C:35]=2[N:34]=[N:33]1.NN1CCCCC1.C(N(CC)CC)C. Product: [Cl:1][C:2]1[CH:7]=[CH:6][C:5]([N:8]2[CH2:12][CH:11]([C:13]([NH:33][N:34]3[CH2:39][CH2:38][CH2:37][CH2:36][CH2:35]3)=[O:14])[N:10]=[C:9]2[C:16]2[CH:21]=[CH:20][C:19]([Cl:22])=[CH:18][C:17]=2[Cl:23])=[CH:4][CH:3]=1. The catalyst class is: 3. (3) Product: [O:3]=[C:1]1[C:4]2[C:9](=[CH:8][CH:7]=[CH:6][C:5]=2[C:26]2[CH:31]=[CH:30][CH:29]=[CH:28][CH:27]=2)[N:10]=[C:11]([CH:13]2[CH2:18][CH2:17][N:16]([C:19]([O:21][C:22]([CH3:25])([CH3:24])[CH3:23])=[O:20])[CH2:15][CH2:14]2)[NH:2]1. Reactant: [C:1]([C:4]1[C:9]([NH:10][C:11]([CH:13]2[CH2:18][CH2:17][N:16]([C:19]([O:21][C:22]([CH3:25])([CH3:24])[CH3:23])=[O:20])[CH2:15][CH2:14]2)=O)=[CH:8][CH:7]=[CH:6][C:5]=1[C:26]1[CH:31]=[CH:30][CH:29]=[CH:28][CH:27]=1)(=[O:3])[NH2:2].C[O-].[Na+]. The catalyst class is: 5. (4) Reactant: [F:1][C:2]1[CH:7]=[C:6]([S:8]([CH3:11])(=[O:10])=[O:9])[CH:5]=[CH:4][C:3]=1[OH:12].Cl[C:14]1[N:19]=[CH:18][N:17]=[C:16]2[N:20]([CH:23]3[CH2:28][CH2:27][CH:26]([C:29]4[O:33][N:32]=[C:31]([CH:34]([CH3:36])[CH3:35])[N:30]=4)[CH2:25][CH2:24]3)[N:21]=[CH:22][C:15]=12.C(=O)([O-])[O-].[K+].[K+].C(=O)([O-])[O-].[Na+].[Na+]. Product: [F:1][C:2]1[CH:7]=[C:6]([S:8]([CH3:11])(=[O:9])=[O:10])[CH:5]=[CH:4][C:3]=1[O:12][C:14]1[N:19]=[CH:18][N:17]=[C:16]2[N:20]([CH:23]3[CH2:28][CH2:27][CH:26]([C:29]4[O:33][N:32]=[C:31]([CH:34]([CH3:36])[CH3:35])[N:30]=4)[CH2:25][CH2:24]3)[N:21]=[CH:22][C:15]=12. The catalyst class is: 3. (5) Reactant: C(Cl)(=O)C(Cl)=O.[Cl:7][C:8]1[N:16]=[CH:15][C:14]([C:17]([F:20])([F:19])[F:18])=[CH:13][C:9]=1[C:10]([OH:12])=O.C(N(CC)C(C)C)(C)C.[F:30][C:31]1[CH:37]=[CH:36][C:34]([NH2:35])=[CH:33][CH:32]=1. Product: [Cl:7][C:8]1[N:16]=[CH:15][C:14]([C:17]([F:20])([F:19])[F:18])=[CH:13][C:9]=1[C:10]([NH:35][C:34]1[CH:36]=[CH:37][C:31]([F:30])=[CH:32][CH:33]=1)=[O:12]. The catalyst class is: 85. (6) Reactant: [Cl:1][C:2]1[NH:3][CH:4]=[C:5]([N+:7]([O-:9])=[O:8])[N:6]=1.[C:10]1([C:16]2[CH:17]=[CH:18][C:19]3[O:23][C:22](=[O:24])[N:21]([CH2:25][C:26]4([CH3:29])[CH2:28][O:27]4)[C:20]=3[CH:30]=2)[CH:15]=[CH:14][CH:13]=[CH:12][CH:11]=1.C([O-])(=O)C.[Na+]. Product: [Cl:1][C:2]1[N:3]([CH2:28][C:26]2([CH3:29])[O:27][C:22](=[O:24])[N:21]([C:20]3[CH:30]=[C:16]([C:10]4[CH:11]=[CH:12][CH:13]=[CH:14][CH:15]=4)[CH:17]=[CH:18][C:19]=3[OH:23])[CH2:25]2)[CH:4]=[C:5]([N+:7]([O-:9])=[O:8])[N:6]=1. The catalyst class is: 8.